Dataset: NCI-60 drug combinations with 297,098 pairs across 59 cell lines. Task: Regression. Given two drug SMILES strings and cell line genomic features, predict the synergy score measuring deviation from expected non-interaction effect. (1) Synergy scores: CSS=59.0, Synergy_ZIP=-2.75, Synergy_Bliss=2.81, Synergy_Loewe=0.509, Synergy_HSA=3.56. Drug 2: CC1C(C(CC(O1)OC2CC(OC(C2O)C)OC3=CC4=CC5=C(C(=O)C(C(C5)C(C(=O)C(C(C)O)O)OC)OC6CC(C(C(O6)C)O)OC7CC(C(C(O7)C)O)OC8CC(C(C(O8)C)O)(C)O)C(=C4C(=C3C)O)O)O)O. Drug 1: CC1=C2C(C(=O)C3(C(CC4C(C3C(C(C2(C)C)(CC1OC(=O)C(C(C5=CC=CC=C5)NC(=O)C6=CC=CC=C6)O)O)OC(=O)C7=CC=CC=C7)(CO4)OC(=O)C)O)C)OC(=O)C. Cell line: 786-0. (2) Drug 1: CCC1(CC2CC(C3=C(CCN(C2)C1)C4=CC=CC=C4N3)(C5=C(C=C6C(=C5)C78CCN9C7C(C=CC9)(C(C(C8N6C)(C(=O)OC)O)OC(=O)C)CC)OC)C(=O)OC)O.OS(=O)(=O)O. Drug 2: C(CC(=O)O)C(=O)CN.Cl. Cell line: DU-145. Synergy scores: CSS=8.45, Synergy_ZIP=-1.91, Synergy_Bliss=0.923, Synergy_Loewe=2.53, Synergy_HSA=2.03.